Predict the reaction yield, written as a fraction of the theoretical maximum amount of product (1.0 means a 100% yield; for example, 0.34 means a 34% yield). From a dataset of Reaction yield outcomes from USPTO patents with 853,638 reactions. The reactants are Br[C:2]1[CH:3]=[C:4]([CH:9]=[C:10]([N+:12]([O-:14])=[O:13])[CH:11]=1)[C:5]([O:7][CH3:8])=[O:6].[CH3:15][N:16]1[CH2:21][CH2:20][NH:19][CH2:18][CH2:17]1.C(=O)([O-])[O-].[Cs+].[Cs+].C(P(C(C)(C)C)C(C)(C)C)(C)(C)C. The catalyst is C([O-])(=O)C.[Pd+2].C([O-])(=O)C.C(OCC)(=O)C.C1(C)C=CC=CC=1. The product is [CH3:15][N:16]1[CH2:21][CH2:20][N:19]([C:2]2[CH:3]=[C:4]([CH:9]=[C:10]([N+:12]([O-:14])=[O:13])[CH:11]=2)[C:5]([O:7][CH3:8])=[O:6])[CH2:18][CH2:17]1. The yield is 0.374.